Task: Predict the product of the given reaction.. Dataset: Forward reaction prediction with 1.9M reactions from USPTO patents (1976-2016) (1) Given the reactants [CH3:1][O:2][C:3]1[CH:10]=[CH:9][C:6]([CH:7]=[O:8])=[CH:5][CH:4]=1.C[Si](C)(C)O[SiH](C)C.[F-].C([N+](CCCC)(CCCC)CCCC)CCC, predict the reaction product. The product is: [CH3:1][O:2][C:3]1[CH:10]=[CH:9][C:6]([CH2:7][OH:8])=[CH:5][CH:4]=1. (2) Given the reactants [OH:1][C:2]1[CH:7]=[CH:6][C:5]([CH2:8][C@@H:9]([O:15][CH2:16][CH2:17][CH2:18][CH2:19][C:20]2[CH:25]=[CH:24][CH:23]=[CH:22][CH:21]=2)[C:10]([O:12][CH2:13][CH3:14])=[O:11])=[CH:4][CH:3]=1.CC(C)=O, predict the reaction product. The product is: [OH:1][C:2]1[CH:7]=[CH:6][C:5]([CH2:8][CH:9]([O:15][CH2:16][CH2:17][CH2:18][CH2:19][C:20]2[CH:21]=[CH:22][CH:23]=[CH:24][CH:25]=2)[C:10]([OH:12])=[O:11])=[CH:4][CH:3]=1.[OH:1][C:2]1[CH:3]=[CH:4][C:5]([CH2:8][C@@H:9]([O:15][CH2:16][CH2:17][CH2:18][CH2:19][C:20]2[CH:21]=[CH:22][CH:23]=[CH:24][CH:25]=2)[C:10]([O:12][CH2:13][CH3:14])=[O:11])=[CH:6][CH:7]=1. (3) Given the reactants [Br:1][C:2]1[CH:3]=[N:4][CH:5]=[C:6]([CH:10]=1)[C:7](Cl)=[O:8].CCN(CC)CC.[CH2:18]([NH2:25])[C:19]1[CH:24]=[CH:23][CH:22]=[CH:21][CH:20]=1, predict the reaction product. The product is: [CH2:18]([NH:25][C:7](=[O:8])[C:6]1[CH:10]=[C:2]([Br:1])[CH:3]=[N:4][CH:5]=1)[C:19]1[CH:24]=[CH:23][CH:22]=[CH:21][CH:20]=1. (4) Given the reactants [Cl:1][C:2]1[CH:7]=[CH:6][C:5]([C:8]2[CH:9]=[C:10]([CH:18]3[CH2:20][CH2:19]3)[C:11]3[N:12]([C:14](I)=[CH:15][N:16]=3)[CH:13]=2)=[CH:4][CH:3]=1.[C:21]([C:23]1[CH:24]=[CH:25][C:26]([NH2:29])=[N:27][CH:28]=1)#[CH:22], predict the reaction product. The product is: [Cl:1][C:2]1[CH:7]=[CH:6][C:5]([C:8]2[CH:9]=[C:10]([CH:18]3[CH2:20][CH2:19]3)[C:11]3[N:12]([C:14]([C:22]#[C:21][C:23]4[CH:24]=[CH:25][C:26]([NH2:29])=[N:27][CH:28]=4)=[CH:15][N:16]=3)[CH:13]=2)=[CH:4][CH:3]=1. (5) Given the reactants [Si:1]([O:8][CH:9]1[CH2:13][N:12]([C:14]([O:16][C:17]([CH3:20])([CH3:19])[CH3:18])=[O:15])[CH:11](COS(C)(=O)=O)[CH2:10]1)([C:4]([CH3:7])([CH3:6])[CH3:5])([CH3:3])[CH3:2].[Li+].[B-](CC)(CC)CC, predict the reaction product. The product is: [Si:1]([O:8][CH:9]1[CH2:10][CH2:11][N:12]([C:14]([O:16][C:17]([CH3:20])([CH3:19])[CH3:18])=[O:15])[CH2:13]1)([C:4]([CH3:7])([CH3:6])[CH3:5])([CH3:3])[CH3:2]. (6) Given the reactants [CH3:1][C:2]1[CH:6]=[C:5]([CH3:7])[NH:4][C:3]=1/[CH:8]=[C:9]1\[C:10](=[O:20])[N:11]([CH2:18][OH:19])[C:12]2[C:17]\1=[CH:16][CH:15]=[CH:14][CH:13]=2.[P:21](Cl)(=[O:32])([O:30][CH3:31])[O:22][CH2:23][C:24]1[CH:29]=[CH:28][CH:27]=[CH:26][CH:25]=1, predict the reaction product. The product is: [P:21]([O:30][CH3:31])([O:19][CH2:18][N:11]1[C:12]2[C:17](=[CH:16][CH:15]=[CH:14][CH:13]=2)/[C:9](=[CH:8]/[C:3]2[NH:4][C:5]([CH3:7])=[CH:6][C:2]=2[CH3:1])/[C:10]1=[O:20])([O:22][CH2:23][C:24]1[CH:29]=[CH:28][CH:27]=[CH:26][CH:25]=1)=[O:32]. (7) The product is: [C:28]1([CH:7]([C:1]2[CH:2]=[CH:3][CH:4]=[CH:5][CH:6]=2)[N:8]2[C:16]3[C:11](=[CH:12][CH:13]=[CH:14][CH:15]=3)[C:10]([C:17]3[C:25]([OH:26])=[CH:24][C:20]4[O:21][CH2:22][O:23][C:19]=4[CH:18]=3)([CH2:38][OH:49])[C:9]2=[O:27])[CH:33]=[CH:32][CH:31]=[CH:30][CH:29]=1. Given the reactants [C:1]1([CH:7]([C:28]2[CH:33]=[CH:32][CH:31]=[CH:30][CH:29]=2)[N:8]2[C:16]3[C:11](=[CH:12][CH:13]=[CH:14][CH:15]=3)[CH:10]([C:17]3[C:25]([OH:26])=[CH:24][C:20]4[O:21][CH2:22][O:23][C:19]=4[CH:18]=3)[C:9]2=[O:27])[CH:6]=[CH:5][CH:4]=[CH:3][CH:2]=1.BrC1C=CC=C2C=1C(C1C(O)=CC3OCOC=3C=1)[C:38](=[O:49])N2CCCCC, predict the reaction product. (8) Given the reactants [NH2:1][C:2]1[C:11]2[C:6](=[C:7](I)[C:8]([F:12])=[CH:9][CH:10]=2)[N:5]=[N:4][C:3]=1[C:14]([NH:16][CH:17]1[CH2:19][CH2:18]1)=[O:15].[CH3:20][O:21][C:22]1[N:27]=[C:26]([O:28][CH3:29])[C:25](B(O)O)=[CH:24][N:23]=1, predict the reaction product. The product is: [NH2:1][C:2]1[C:11]2[C:6](=[C:7]([C:25]3[C:26]([O:28][CH3:29])=[N:27][C:22]([O:21][CH3:20])=[N:23][CH:24]=3)[C:8]([F:12])=[CH:9][CH:10]=2)[N:5]=[N:4][C:3]=1[C:14]([NH:16][CH:17]1[CH2:19][CH2:18]1)=[O:15]. (9) Given the reactants [F:1][CH:2]([F:41])[C:3]1[CH:12]=[C:11]2[C:6]([CH2:7][CH2:8][CH2:9][N:10]2[C:13]2[C:17]3[CH2:18][N:19](C(OC(C)(C)C)=O)[CH2:20][CH2:21][C:16]=3[N:15]([C:29]3[CH:34]=[CH:33][CH:32]=[CH:31][CH:30]=3)[N:14]=2)=[CH:5][C:4]=1[C:35]1[CH:36]=[N:37][N:38]([CH3:40])[CH:39]=1.FC(F)(F)C(O)=O, predict the reaction product. The product is: [F:41][CH:2]([F:1])[C:3]1[CH:12]=[C:11]2[C:6]([CH2:7][CH2:8][CH2:9][N:10]2[C:13]2[C:17]3[CH2:18][NH:19][CH2:20][CH2:21][C:16]=3[N:15]([C:29]3[CH:34]=[CH:33][CH:32]=[CH:31][CH:30]=3)[N:14]=2)=[CH:5][C:4]=1[C:35]1[CH:36]=[N:37][N:38]([CH3:40])[CH:39]=1.